Dataset: Forward reaction prediction with 1.9M reactions from USPTO patents (1976-2016). Task: Predict the product of the given reaction. (1) Given the reactants [CH3:1][C:2]([CH3:13])([C:7]1[CH:12]=[CH:11][CH:10]=[CH:9][CH:8]=1)[CH2:3][C:4]([OH:6])=[O:5].C(=O)=O.[CH3:17][C:18](C)=O.C([N-]C(C)C)(C)C.[Li+].C(O)(=O)C(C)=O.N1C=CC=NC1=O.C(I)C, predict the reaction product. The product is: [CH2:17]([CH:3]([C:2]([CH3:13])([C:7]1[CH:12]=[CH:11][CH:10]=[CH:9][CH:8]=1)[CH3:1])[C:4]([OH:6])=[O:5])[CH3:18]. (2) Given the reactants [CH:1]1([C:4]([N:6]2[C:15]3[C:10](=[CH:11][CH:12]=[C:13]([C:16]4[CH:17]=[N:18][NH:19][CH:20]=4)[CH:14]=3)[N:9]([C:21](=[O:23])[CH3:22])[C@@H:8]([CH3:24])[CH2:7]2)=[O:5])[CH2:3][CH2:2]1.Cl[CH2:26][C:27]1([CH3:31])COC1.C(=O)([O-])[O-].[Cs+].[Cs+], predict the reaction product. The product is: [CH:1]1([C:4]([N:6]2[C:15]3[C:10](=[CH:11][CH:12]=[C:13]([C:16]4[CH:17]=[N:18][N:19]([CH2:31][C:27]5[CH:26]=[N:9][CH:8]=[CH:7][N:6]=5)[CH:20]=4)[CH:14]=3)[N:9]([C:21](=[O:23])[CH3:22])[C@@H:8]([CH3:24])[CH2:7]2)=[O:5])[CH2:2][CH2:3]1. (3) Given the reactants CN(C=O)C.[Br:6][C:7]1[C:15]2[N:14]=[C:13]([CH:16]3[CH2:18][CH2:17]3)[NH:12][C:11]=2[CH:10]=[C:9]([N+:19]([O-:21])=[O:20])[CH:8]=1.Br[CH2:23][C:24]1[CH:29]=[CH:28][CH:27]=[C:26]([C:30]([F:33])([F:32])[F:31])[C:25]=1[CH3:34].C(=O)([O-])[O-].[K+].[K+], predict the reaction product. The product is: [Br:6][C:7]1[C:15]2[N:14]=[C:13]([CH:16]3[CH2:18][CH2:17]3)[N:12]([CH2:23][C:24]3[CH:29]=[CH:28][CH:27]=[C:26]([C:30]([F:31])([F:32])[F:33])[C:25]=3[CH3:34])[C:11]=2[CH:10]=[C:9]([N+:19]([O-:21])=[O:20])[CH:8]=1. (4) Given the reactants [F:1][C:2]([F:13])([F:12])[C:3]1[CH:11]=[CH:10][CH:9]=[CH:8][C:4]=1[C:5](Cl)=[O:6].[CH:14]1([CH2:17][CH2:18][NH:19][C:20]([C:22]2[N:23]=[N:24][C:25]([N:28]3[CH2:33][CH2:32][NH:31][CH2:30][CH2:29]3)=[CH:26][CH:27]=2)=[O:21])[CH2:16][CH2:15]1, predict the reaction product. The product is: [CH:14]1([CH2:17][CH2:18][NH:19][C:20]([C:22]2[N:23]=[N:24][C:25]([N:28]3[CH2:33][CH2:32][N:31]([C:5](=[O:6])[C:4]4[CH:8]=[CH:9][CH:10]=[CH:11][C:3]=4[C:2]([F:13])([F:12])[F:1])[CH2:30][CH2:29]3)=[CH:26][CH:27]=2)=[O:21])[CH2:16][CH2:15]1. (5) Given the reactants [H-].[H-].[H-].[H-].[Li+].[Al+3].[Br:7][C:8]1[CH:17]=[CH:16][C:11]([C:12](OC)=[O:13])=[CH:10][C:9]=1[O:18][CH:19]1[CH2:24][CH2:23][CH2:22][CH2:21][O:20]1, predict the reaction product. The product is: [Br:7][C:8]1[CH:17]=[CH:16][C:11]([CH2:12][OH:13])=[CH:10][C:9]=1[O:18][CH:19]1[CH2:24][CH2:23][CH2:22][CH2:21][O:20]1. (6) Given the reactants [CH2:1]([O:3][C:4]([CH:6]1[CH2:11][CH2:10][CH:9]([N:12]2[C:17]3=[N:18][C:19](S(C)=O)=[N:20][CH:21]=[C:16]3[CH2:15][N:14]([C:25]3[C:30]([F:31])=[C:29]([O:32][CH3:33])[CH:28]=[C:27]([O:34][CH3:35])[C:26]=3[F:36])[C:13]2=[O:37])[CH2:8][CH2:7]1)=[O:5])[CH3:2].[CH3:38][NH2:39].O1CCCC1, predict the reaction product. The product is: [CH2:1]([O:3][C:4]([CH:6]1[CH2:11][CH2:10][CH:9]([N:12]2[C:17]3=[N:18][C:19]([NH:39][CH3:38])=[N:20][CH:21]=[C:16]3[CH2:15][N:14]([C:25]3[C:30]([F:31])=[C:29]([O:32][CH3:33])[CH:28]=[C:27]([O:34][CH3:35])[C:26]=3[F:36])[C:13]2=[O:37])[CH2:8][CH2:7]1)=[O:5])[CH3:2]. (7) Given the reactants [Cl:1][C:2]1[C:3]([NH:17][CH:18]2[CH2:25][CH:21]3[CH2:22][NH:23][CH2:24][CH:20]3[CH2:19]2)=[N:4][C:5]([NH:8][C:9]2[CH:13]=[C:12]([CH:14]3[CH2:16][CH2:15]3)[NH:11][N:10]=2)=[N:6][CH:7]=1.CCN(CC)CC.[C:33](OC(=O)C)(=[O:35])[CH3:34], predict the reaction product. The product is: [Cl:1][C:2]1[C:3]([NH:17][CH:18]2[CH2:25][CH:21]3[CH2:22][N:23]([C:33](=[O:35])[CH3:34])[CH2:24][CH:20]3[CH2:19]2)=[N:4][C:5]([NH:8][C:9]2[CH:13]=[C:12]([CH:14]3[CH2:15][CH2:16]3)[NH:11][N:10]=2)=[N:6][CH:7]=1. (8) Given the reactants [Cl:1][C:2]1[CH:27]=[C:26]([Cl:28])[CH:25]=[CH:24][C:3]=1[O:4][C:5]1[CH:10]=[CH:9][CH:8]=[CH:7][C:6]=1[NH:11][S:12]([C:15]1[CH:23]=[CH:22][C:18]([C:19]([OH:21])=O)=[CH:17][CH:16]=1)(=[O:14])=[O:13].[CH3:29][C:30]1[N:35]=[C:34]([N:36]2[CH2:41][CH2:40][N:39]([CH2:42][CH2:43][NH2:44])[CH2:38][CH2:37]2)[CH:33]=[CH:32][CH:31]=1, predict the reaction product. The product is: [Cl:1][C:2]1[CH:27]=[C:26]([Cl:28])[CH:25]=[CH:24][C:3]=1[O:4][C:5]1[CH:10]=[CH:9][CH:8]=[CH:7][C:6]=1[NH:11][S:12]([C:15]1[CH:16]=[CH:17][C:18]([C:19]([NH:44][CH2:43][CH2:42][N:39]2[CH2:38][CH2:37][N:36]([C:34]3[CH:33]=[CH:32][CH:31]=[C:30]([CH3:29])[N:35]=3)[CH2:41][CH2:40]2)=[O:21])=[CH:22][CH:23]=1)(=[O:13])=[O:14]. (9) Given the reactants [Cl:1][C:2]1[C:11]2[C:6](=[CH:7][C:8]([C:14]([OH:16])=O)=[C:9]([O:12][CH3:13])[CH:10]=2)[CH:5]=[CH:4][N:3]=1.C[N:18]1[CH2:23][CH2:22]O[CH2:20][CH2:19]1.N1CCCC1.F[B-](F)(F)F.N1(OC(N(C)C)=[N+](C)C)C2C=CC=CC=2N=N1, predict the reaction product. The product is: [Cl:1][C:2]1[C:11]2[C:6](=[CH:7][C:8]([C:14]([N:18]3[CH2:23][CH2:22][CH2:20][CH2:19]3)=[O:16])=[C:9]([O:12][CH3:13])[CH:10]=2)[CH:5]=[CH:4][N:3]=1. (10) Given the reactants [CH3:1][S:2][C:3]1[CH:38]=[CH:37][CH:36]=[CH:35][C:4]=1[CH2:5][N:6]1[C:11]([CH3:12])=[CH:10][C:9]([O:13][CH2:14][C:15]2[CH:32]=[CH:31][CH:30]=[CH:29][C:16]=2[CH2:17][N:18]2C(=O)C3C(=CC=CC=3)C2=O)=[C:8]([Cl:33])[C:7]1=[O:34].O.NN, predict the reaction product. The product is: [NH2:18][CH2:17][C:16]1[CH:29]=[CH:30][CH:31]=[CH:32][C:15]=1[CH2:14][O:13][C:9]1[CH:10]=[C:11]([CH3:12])[N:6]([CH2:5][C:4]2[CH:35]=[CH:36][CH:37]=[CH:38][C:3]=2[S:2][CH3:1])[C:7](=[O:34])[C:8]=1[Cl:33].